This data is from NCI-60 drug combinations with 297,098 pairs across 59 cell lines. The task is: Regression. Given two drug SMILES strings and cell line genomic features, predict the synergy score measuring deviation from expected non-interaction effect. (1) Drug 1: CC1C(C(=O)NC(C(=O)N2CCCC2C(=O)N(CC(=O)N(C(C(=O)O1)C(C)C)C)C)C(C)C)NC(=O)C3=C4C(=C(C=C3)C)OC5=C(C(=O)C(=C(C5=N4)C(=O)NC6C(OC(=O)C(N(C(=O)CN(C(=O)C7CCCN7C(=O)C(NC6=O)C(C)C)C)C)C(C)C)C)N)C. Drug 2: C1CN1P(=S)(N2CC2)N3CC3. Cell line: A498. Synergy scores: CSS=8.36, Synergy_ZIP=-2.00, Synergy_Bliss=2.16, Synergy_Loewe=1.50, Synergy_HSA=2.89. (2) Synergy scores: CSS=54.4, Synergy_ZIP=7.53, Synergy_Bliss=9.45, Synergy_Loewe=11.7, Synergy_HSA=12.4. Drug 2: CC1C(C(CC(O1)OC2CC(CC3=C2C(=C4C(=C3O)C(=O)C5=C(C4=O)C(=CC=C5)OC)O)(C(=O)C)O)N)O.Cl. Drug 1: C1CN1C2=NC(=NC(=N2)N3CC3)N4CC4. Cell line: MALME-3M. (3) Drug 1: C1C(C(OC1N2C=NC3=C2NC=NCC3O)CO)O. Cell line: BT-549. Synergy scores: CSS=10.3, Synergy_ZIP=-2.52, Synergy_Bliss=-0.737, Synergy_Loewe=1.95, Synergy_HSA=1.84. Drug 2: C(CCl)NC(=O)N(CCCl)N=O. (4) Drug 1: C1=C(C(=O)NC(=O)N1)F. Drug 2: CC(C)(C#N)C1=CC(=CC(=C1)CN2C=NC=N2)C(C)(C)C#N. Cell line: MDA-MB-231. Synergy scores: CSS=13.6, Synergy_ZIP=-6.93, Synergy_Bliss=-2.03, Synergy_Loewe=-1.22, Synergy_HSA=-1.08. (5) Drug 1: COC1=C(C=C2C(=C1)N=CN=C2NC3=CC(=C(C=C3)F)Cl)OCCCN4CCOCC4. Drug 2: CC1CCCC2(C(O2)CC(NC(=O)CC(C(C(=O)C(C1O)C)(C)C)O)C(=CC3=CSC(=N3)C)C)C. Cell line: NCIH23. Synergy scores: CSS=11.7, Synergy_ZIP=-4.17, Synergy_Bliss=-0.884, Synergy_Loewe=-1.49, Synergy_HSA=-1.50. (6) Drug 1: CC1=CC2C(CCC3(C2CCC3(C(=O)C)OC(=O)C)C)C4(C1=CC(=O)CC4)C. Drug 2: CC=C1C(=O)NC(C(=O)OC2CC(=O)NC(C(=O)NC(CSSCCC=C2)C(=O)N1)C(C)C)C(C)C. Cell line: LOX IMVI. Synergy scores: CSS=50.1, Synergy_ZIP=1.79, Synergy_Bliss=4.01, Synergy_Loewe=-57.2, Synergy_HSA=4.86.